Dataset: Forward reaction prediction with 1.9M reactions from USPTO patents (1976-2016). Task: Predict the product of the given reaction. (1) Given the reactants [CH3:1][C@H:2]1[C:9]([S:10][C@@H:11]2[CH2:15][NH:14][C@H:13]([C:16]([N:18]([CH3:20])[CH3:19])=[O:17])[CH2:12]2)=[C:8]([C:21]([OH:23])=[O:22])[N:7]2[C@H:3]1[C@@H:4]([C@H:24]([OH:26])[CH3:25])[C:5]2=[O:6].O.O.O.C(=O)([O-])O[C:32]1[CH:37]=[CH:36][C:35]([N+]([O-])=O)=[CH:34][C:33]=1[CH2:41][O:42][C:43](=[O:50])C1C=CC=CC=1.[C:53](=[O:56])([O-])[O-].[Na+].[Na+].[C:59]([O:67][CH2:68]I)(=O)[C:60]1[CH:65]=[CH:64][CH:63]=[CH:62][CH:61]=1, predict the reaction product. The product is: [CH2:59]([O:67][CH2:68][O:22][C:21]([C:8]1[N:7]2[C@H:3]([C@@H:2]([CH3:1])[C:9]=1[S:10][C@H:11]1[CH2:12][C@@H:13]([C:16]([N:18]([CH3:19])[CH3:20])=[O:17])[N:14]([C:53]([O:50][CH2:43][O:42][CH2:41][C:33]3[CH:32]=[CH:37][CH:36]=[CH:35][CH:34]=3)=[O:56])[CH2:15]1)[C@@H:4]([C@H:24]([OH:26])[CH3:25])[C:5]2=[O:6])=[O:23])[C:60]1[CH:65]=[CH:64][CH:63]=[CH:62][CH:61]=1. (2) The product is: [ClH:30].[C:1]([N:4]1[C:13]2[C:8](=[CH:9][C:10]([C:14]3[CH:22]=[CH:21][C:17]([C:18]([O:20][CH2:50][CH2:49][N:48]([CH3:52])[CH3:47])=[O:19])=[CH:16][CH:15]=3)=[CH:11][CH:12]=2)[C@H:7]([NH:23][C:24]2[CH:25]=[CH:26][C:27]([Cl:30])=[CH:28][CH:29]=2)[CH2:6][C@@H:5]1[CH3:31])(=[O:3])[CH3:2]. Given the reactants [C:1]([N:4]1[C:13]2[C:8](=[CH:9][C:10]([C:14]3[CH:22]=[CH:21][C:17]([C:18]([OH:20])=[O:19])=[CH:16][CH:15]=3)=[CH:11][CH:12]=2)[C@H:7]([NH:23][C:24]2[CH:29]=[CH:28][C:27]([Cl:30])=[CH:26][CH:25]=2)[CH2:6][C@@H:5]1[CH3:31])(=[O:3])[CH3:2].C1CCC(N=C=NC2CCCCC2)CC1.[CH3:47][N:48]([CH3:52])[CH2:49][CH2:50]O, predict the reaction product. (3) Given the reactants [NH3:1].[F:2][C:3]([F:19])([F:18])[C:4]1[CH:5]=[C:6]([S:14](Cl)(=[O:16])=[O:15])[CH:7]=[C:8]([C:10]([F:13])([F:12])[F:11])[CH:9]=1, predict the reaction product. The product is: [F:2][C:3]([F:19])([F:18])[C:4]1[CH:5]=[C:6]([S:14]([NH2:1])(=[O:16])=[O:15])[CH:7]=[C:8]([C:10]([F:13])([F:12])[F:11])[CH:9]=1. (4) Given the reactants [F:1][C:2]1[C:29]([NH:30][S:31]([CH2:34][CH2:35][CH3:36])(=[O:33])=[O:32])=[CH:28][CH:27]=[C:26]([F:37])[C:3]=1[C:4]([NH:6][C:7]1[CH:8]=[C:9]2[C:15](I)=[CH:14][N:13](S(C3C=CC=CC=3)(=O)=O)[C:10]2=[N:11][CH:12]=1)=[O:5].[F:38][C:39]1[CH:40]=[C:41](B(O)O)[CH:42]=[CH:43][C:44]=1[F:45].C([O-])([O-])=O.[K+].[K+].C(#N)C, predict the reaction product. The product is: [F:38][C:39]1[CH:40]=[C:41]([C:15]2[C:9]3[C:10](=[N:11][CH:12]=[C:7]([NH:6][C:4](=[O:5])[C:3]4[C:26]([F:37])=[CH:27][CH:28]=[C:29]([NH:30][S:31]([CH2:34][CH2:35][CH3:36])(=[O:33])=[O:32])[C:2]=4[F:1])[CH:8]=3)[NH:13][CH:14]=2)[CH:42]=[CH:43][C:44]=1[F:45].